Dataset: Full USPTO retrosynthesis dataset with 1.9M reactions from patents (1976-2016). Task: Predict the reactants needed to synthesize the given product. Given the product [C:19]([C:18]1[C:17]([I:22])=[N:16][N:11]2[CH2:12][C:13]3([CH2:15][CH2:14]3)[N:8]([C:6]([O:5][C:1]([CH3:4])([CH3:2])[CH3:3])=[O:7])[CH2:9][C:10]=12)(=[O:21])[NH2:26], predict the reactants needed to synthesize it. The reactants are: [C:1]([O:5][C:6]([N:8]1[C:13]2([CH2:15][CH2:14]2)[CH2:12][N:11]2[N:16]=[C:17]([I:22])[C:18]([C:19]([OH:21])=O)=[C:10]2[CH2:9]1)=[O:7])([CH3:4])([CH3:3])[CH3:2].[NH4+].[Cl-].C[N:26](C(ON1N=NC2C=CC=NC1=2)=[N+](C)C)C.F[P-](F)(F)(F)(F)F.CCN(C(C)C)C(C)C.